Dataset: Reaction yield outcomes from USPTO patents with 853,638 reactions. Task: Predict the reaction yield, written as a fraction of the theoretical maximum amount of product (1.0 means a 100% yield; for example, 0.34 means a 34% yield). (1) The reactants are [O:1]1[CH2:3][CH:2]1[CH2:4][N:5]1[CH2:14][CH2:13][C:12]2[C:7](=[CH:8][CH:9]=[CH:10][CH:11]=2)[CH2:6]1.[NH3:15]. The catalyst is CCO. The product is [NH2:15][CH2:3][CH:2]([OH:1])[CH2:4][N:5]1[CH2:14][CH2:13][C:12]2[C:7](=[CH:8][CH:9]=[CH:10][CH:11]=2)[CH2:6]1. The yield is 0.960. (2) The reactants are [NH2:1][C:2]1[CH:3]=[C:4]([F:22])[C:5]([F:21])=[C:6]([C@:8]2([CH3:20])[C@H:14]3[C@:12]([S:15]([CH3:18])(=[O:17])=[O:16])([CH2:13]3)[S:11][C:10]([NH2:19])=[N:9]2)[CH:7]=1.Cl[C:24]1[C:29]2=[N:30][CH:31]=[C:32]([O:34][CH2:35][C:36]3[O:37][CH:38]=[CH:39][N:40]=3)[N:33]=[C:28]2[CH:27]=[CH:26][N:25]=1.O.C1(C)C=CC(S(O)(=O)=O)=CC=1.[Al]. The catalyst is O1CCOCC1.CCOC(C)=O.C([O-])(O)=O.[Na+]. The product is [F:21][C:5]1[C:4]([F:22])=[CH:3][C:2]([NH:1][C:24]2[C:29]3=[N:30][CH:31]=[C:32]([O:34][CH2:35][C:36]4[O:37][CH:38]=[CH:39][N:40]=4)[N:33]=[C:28]3[CH:27]=[CH:26][N:25]=2)=[CH:7][C:6]=1[C@:8]1([CH3:20])[C@H:14]2[C@:12]([S:15]([CH3:18])(=[O:16])=[O:17])([CH2:13]2)[S:11][C:10]([NH2:19])=[N:9]1. The yield is 0.240. (3) The product is [C:16]([O:20][C:21](=[O:32])[NH:22][C@H:23]1[CH2:24][CH2:25][C@H:26]([CH2:29][CH2:30][N:13]2[CH2:14][CH2:15][CH:10]([C:9]3[C:4]4[O:3][CH2:2][O:1][C:5]=4[CH:6]=[CH:7][CH:8]=3)[CH2:11][CH2:12]2)[CH2:27][CH2:28]1)([CH3:19])([CH3:18])[CH3:17]. The reactants are [O:1]1[C:5]2[CH:6]=[CH:7][CH:8]=[C:9]([CH:10]3[CH2:15][CH2:14][NH:13][CH2:12][CH2:11]3)[C:4]=2[O:3][CH2:2]1.[C:16]([O:20][C:21](=[O:32])[NH:22][C@H:23]1[CH2:28][CH2:27][C@H:26]([CH2:29][CH:30]=O)[CH2:25][CH2:24]1)([CH3:19])([CH3:18])[CH3:17].C(=O)(O)[O-].[Na+]. The catalyst is ClCCl.CO. The yield is 0.740.